From a dataset of Experimentally validated miRNA-target interactions with 360,000+ pairs, plus equal number of negative samples. Binary Classification. Given a miRNA mature sequence and a target amino acid sequence, predict their likelihood of interaction. (1) The miRNA is hsa-miR-3675-3p with sequence CAUCUCUAAGGAACUCCCCCAA. Result: 1 (interaction). The protein sequence of the target gene is MADEEAEQERLSCGEGGCVAELQRLGERLQELELQLRESRVPAVEAATDYCQQLCQTLLEYAEKWKTSEDPLPLLEVYTVAIQSYVKARPYLTSECENVALVLERLALSCVELLLCLPVELSDKQWEQFQTLVQVAHEKLMENGSCELHFLATLAQETGVWKNPVLCTILSQEPLDKDKVNEFLAFEGPILLDMRIKHLIKTNQLSQATALAKLCSDHPEIGIKGSFKQTYLVCLCTSSPNGKLIEEISEVDCKDALEMICNLESEGDEKSALVLCTAFLSRQLQQGDMYCAWELTLFWS.... (2) The miRNA is hsa-miR-329-5p with sequence GAGGUUUUCUGGGUUUCUGUUUC. The protein sequence of the target gene is MLPDCLSAEGELRCRRLLAGATARLRARPASAAVLVPLCSVRGVPALLYTLRSSRLTGRHKGDVSFPGGKCDPADQDVVHTALRETREELGLAVPEEHVWGLLRPVYDPQKATVVPVLAGVGPLDPQSLRPNSEEVDEVFALPLAHLLQTQNQGYTHFCRGGHFRYTLPVFLHGPHRVWGLTAVITEFALQLLAPGTYQPRLAGLTCSGAEGLARPKQPLASPCQASSTPGLNKGL. Result: 0 (no interaction).